From a dataset of Full USPTO retrosynthesis dataset with 1.9M reactions from patents (1976-2016). Predict the reactants needed to synthesize the given product. Given the product [Br:1][C:2]1[S:6][C:5]([CH:7]([O:13][Si:18]([C:15]([CH3:17])([CH3:16])[CH3:14])([CH3:20])[CH3:19])[C:8]([O:10][CH2:11][CH3:12])=[O:9])=[CH:4][CH:3]=1, predict the reactants needed to synthesize it. The reactants are: [Br:1][C:2]1[S:6][C:5]([CH:7]([OH:13])[C:8]([O:10][CH2:11][CH3:12])=[O:9])=[CH:4][CH:3]=1.[CH3:14][C:15]([Si:18](Cl)([CH3:20])[CH3:19])([CH3:17])[CH3:16].C(N(CC)CC)C.